From a dataset of Full USPTO retrosynthesis dataset with 1.9M reactions from patents (1976-2016). Predict the reactants needed to synthesize the given product. (1) Given the product [Cl:4][C:8]1[C:7]([OH:6])=[CH:16][CH:15]=[C:14]2[C:9]=1[CH:10]=[CH:11][N:12]=[CH:13]2, predict the reactants needed to synthesize it. The reactants are: S(Cl)([Cl:4])(=O)=O.[OH:6][C:7]1[CH:8]=[C:9]2[C:14](=[CH:15][CH:16]=1)[CH:13]=[N:12][CH:11]=[CH:10]2. (2) Given the product [Cl:32][C:3]1[C:4](=[O:25])[N:5]([CH2:9][C:10]2[CH:11]=[C:12]([CH:22]=[CH:23][CH:24]=2)[CH2:13][NH:14][C:15](=[O:21])[O:16][C:17]([CH3:20])([CH3:19])[CH3:18])[C:6]([CH3:8])=[CH:7][C:2]=1[OH:1], predict the reactants needed to synthesize it. The reactants are: [OH:1][C:2]1[CH:7]=[C:6]([CH3:8])[N:5]([CH2:9][C:10]2[CH:11]=[C:12]([CH:22]=[CH:23][CH:24]=2)[CH2:13][NH:14][C:15](=[O:21])[O:16][C:17]([CH3:20])([CH3:19])[CH3:18])[C:4](=[O:25])[C:3]=1I.CN(C=O)C.[Cl-:32].[Li+]. (3) Given the product [O:20]=[C:7]1[CH2:6][CH2:5][C:4]2[C:9](=[CH:10][CH:11]=[C:2]([NH:1][C:27]([C:23]3[S:22][CH:26]=[CH:25][CH:24]=3)=[NH:28])[CH:3]=2)[N:8]1[CH2:12][CH:13]([N:15]1[CH2:16][CH2:17][CH2:18][CH2:19]1)[CH3:14], predict the reactants needed to synthesize it. The reactants are: [NH2:1][C:2]1[CH:3]=[C:4]2[C:9](=[CH:10][CH:11]=1)[N:8]([CH2:12][CH:13]([N:15]1[CH2:19][CH2:18][CH2:17][CH2:16]1)[CH3:14])[C:7](=[O:20])[CH2:6][CH2:5]2.I.[S:22]1[CH:26]=[CH:25][CH:24]=[C:23]1[C:27](SC)=[NH:28].N. (4) Given the product [CH:1]([NH:4][C:11]([C:13]1[S:17][C:16](/[CH:18]=[CH:19]/[C:20]2[C:21]([C:26]3[CH:31]=[CH:30][CH:29]=[CH:28][CH:27]=3)=[N:22][O:23][C:24]=2[CH3:25])=[N:15][C:14]=1[CH3:32])=[O:10])([CH3:3])[CH3:2], predict the reactants needed to synthesize it. The reactants are: [CH:1]([NH2:4])([CH3:3])[CH3:2].C[Al](C)C.C[O:10][C:11]([C:13]1[S:17][C:16](/[CH:18]=[CH:19]/[C:20]2[C:21]([C:26]3[CH:31]=[CH:30][CH:29]=[CH:28][CH:27]=3)=[N:22][O:23][C:24]=2[CH3:25])=[N:15][C:14]=1[CH3:32])=O. (5) Given the product [CH3:1][CH:2]1[C:11]2[CH:6]=[CH:7][CH:8]=[CH:9][C:10]=2[NH:12][CH2:5][CH2:4][CH2:3]1, predict the reactants needed to synthesize it. The reactants are: [CH3:1][CH:2]1[C:11]2[C:6](=[CH:7][CH:8]=[CH:9][CH:10]=2)[C:5](=[N:12]O)[CH2:4][CH2:3]1.[H-].C([Al+]CC(C)C)C(C)C.[F-].[Na+].O. (6) Given the product [CH:6]1[C:7]2=[C:16]3[C:17](=[CH:24][CH:25]=[C:2]2[CH:3]=[CH:4][CH:5]=1)[CH:18]=[C:23]1[C:14]([CH:13]=[CH:12][C:11]2[CH:10]=[CH:9][CH:8]=[CH:21][C:22]=21)=[CH:15]3, predict the reactants needed to synthesize it. The reactants are: N[C:2]1[CH:7]=[CH:6][CH:5]=[CH:4][CH:3]=1.[CH:8]1[C:21]2=[C:22]3[C:23]4[C:18](C=C2)=[C:17]2[CH:24]=[CH:25]C=C[C:16]2=[CH:15][C:14]=4[CH:13]=[CH:12][C:11]3=[CH:10][CH:9]=1. (7) Given the product [CH3:23][C@:17]12[CH2:16][CH2:15][C:14](=[O:24])[CH:13]=[C:12]1[CH2:11][CH2:10][C@@H:9]1[C@@H:18]2[CH2:19][CH2:20][C@@:21]2([CH3:22])[C@H:8]1[CH2:7][CH2:6][C@@H:5]2/[C:3](=[N:2]/[O:1][C:37]([C:36]1[CH:35]=[CH:34][C:33]([CH2:32][NH:42][C:63](=[O:64])[O:66][C:47]([CH3:49])([CH3:52])[CH3:48])=[CH:41][CH:40]=1)=[O:39])/[CH3:4], predict the reactants needed to synthesize it. The reactants are: [OH:1]/[N:2]=[C:3](/[C@@H:5]1[C@:21]2([CH3:22])[C@H:8]([C@H:9]3[C@H:18]([CH2:19][CH2:20]2)[C@:17]2([CH3:23])[C:12](=[CH:13][C:14](=[O:24])[CH2:15][CH2:16]2)[CH2:11][CH2:10]3)[CH2:7][CH2:6]1)\[CH3:4].C([CH:32]([NH2:42])[C:33]1[CH:41]=[CH:40][C:36]([C:37]([OH:39])=O)=[CH:35][CH:34]=1)(OC(C)(C)C)=O.C(N(CC)[CH:47]([CH3:49])[CH3:48])(C)C.[CH3:52]CN=C=NCCCN(C)C.[C:63]([O-:66])(O)=[O:64].[Na+].